From a dataset of Reaction yield outcomes from USPTO patents with 853,638 reactions. Predict the reaction yield, written as a fraction of the theoretical maximum amount of product (1.0 means a 100% yield; for example, 0.34 means a 34% yield). (1) The reactants are [Br:1][C:2]1[CH:3]=[CH:4][C:5]2[S:9][CH:8]=[CH:7][C:6]=2[CH:10]=1.C([Li])(C)(C)C.[CH3:16][N:17]1[CH2:26][C:25](=[O:27])[C:24]2[C:19](=[CH:20][CH:21]=[CH:22][CH:23]=2)[CH2:18]1. No catalyst specified. The product is [S:9]1[CH:8]=[CH:7][C:6]2[CH:10]=[C:2]([C:25]3([OH:27])[C:24]4[C:19](=[CH:20][CH:21]=[CH:22][CH:23]=4)[CH2:18][N:17]([CH3:16])[CH2:26]3)[CH:3]=[CH:4][C:5]1=2.[Br:1][C:2]1[CH:3]=[CH:4][C:5]2[S:9][C:8]([C:25]3([OH:27])[C:24]4[C:19](=[CH:20][CH:21]=[CH:22][CH:23]=4)[CH2:18][N:17]([CH3:16])[CH2:26]3)=[CH:7][C:6]=2[CH:10]=1. The yield is 0.110. (2) The reactants are Br[C:2]1[C:3]([O:17][CH3:18])=[C:4]([C:9]2[C:14]([Cl:15])=[CH:13][CH:12]=[CH:11][C:10]=2[Cl:16])[CH:5]=[C:6]([F:8])[CH:7]=1.C([Mg]Cl)(C)C.[Cu]C#N.[CH2:27]([O:31][CH2:32][C:33]1[CH:38]=[CH:37][CH:36]=[CH:35][CH:34]=1)[C@H:28]1[O:30][CH2:29]1. The catalyst is O1CCCC1. The product is [CH2:32]([O:31][CH2:27][C@@H:28]([OH:30])[CH2:29][C:2]1[C:3]([O:17][CH3:18])=[C:4]([C:9]2[C:14]([Cl:15])=[CH:13][CH:12]=[CH:11][C:10]=2[Cl:16])[CH:5]=[C:6]([F:8])[CH:7]=1)[C:33]1[CH:38]=[CH:37][CH:36]=[CH:35][CH:34]=1. The yield is 0.940. (3) The reactants are C([O:4][C@H:5]1[C@@H:10]([O:11]C(=O)C)[C@H:9]([O:15]C(=O)C)[C@@H:8]([CH2:19][O:20]C(=O)C)[O:7][C@@H:6]1[O:24][C:25]1[CH:30]=[CH:29][C:28]([C:31]2[CH:36]=[CH:35][C:34]([C:37]([O:39]C)=[O:38])=[CH:33][CH:32]=2)=[CH:27][C:26]=1[Cl:41])(=O)C.[OH-].[Na+:43]. The catalyst is CO.C[O-].[Na+]. The product is [Cl:41][C:26]1[CH:27]=[C:28]([C:31]2[CH:36]=[CH:35][C:34]([C:37]([O-:39])=[O:38])=[CH:33][CH:32]=2)[CH:29]=[CH:30][C:25]=1[O:24][C@H:6]1[O:7][C@H:8]([CH2:19][OH:20])[C@@H:9]([OH:15])[C@H:10]([OH:11])[C@@H:5]1[OH:4].[Na+:43]. The yield is 0.800. (4) The reactants are Cl[C:2]1[N:9]=[C:8]([C:10]2[CH:15]=[CH:14][C:13]([F:16])=[CH:12][CH:11]=2)[CH:7]=[C:6]([C:17]([F:20])([F:19])[F:18])[C:3]=1[C:4]#[N:5].O.[NH2:22][NH2:23].O. The catalyst is C(O)C. The product is [F:16][C:13]1[CH:12]=[CH:11][C:10]([C:8]2[N:9]=[C:2]3[NH:22][N:23]=[C:4]([NH2:5])[C:3]3=[C:6]([C:17]([F:20])([F:18])[F:19])[CH:7]=2)=[CH:15][CH:14]=1. The yield is 0.890. (5) The reactants are Br[C:2]1[CH:10]=[CH:9][CH:8]=[C:7]2[C:3]=1[CH:4]=[CH:5][NH:6]2.[CH3:11][O:12][C:13]1[CH:14]=[C:15](B(O)O)[CH:16]=[CH:17][CH:18]=1.[OH-].[Na+]. The catalyst is C1COCC1.[Pd].C(OCC)(=O)C. The product is [CH3:11][O:12][C:13]1[CH:18]=[C:17]([C:2]2[CH:10]=[CH:9][CH:8]=[C:7]3[C:3]=2[CH:4]=[CH:5][NH:6]3)[CH:16]=[CH:15][CH:14]=1. The yield is 0.820. (6) The reactants are [NH2:1][C:2]1[CH:7]=[CH:6][CH:5]=[CH:4][CH:3]=1.C([O-])([O-])=O.[K+].[K+].COC1C=C(C=CC=1)O[C:20]1[N:25]=[CH:24][N:23]=[C:22]([NH:26][C:27]2[N:32]=[C:31]([NH:33]C(=O)C=C)[CH:30]=[CH:29][CH:28]=2)[CH:21]=1. The catalyst is CN(C=O)C. The product is [NH2:33][C:31]1[N:32]=[C:27]([NH:26][C:22]2[CH:21]=[C:20]([NH:1][C:2]3[CH:7]=[CH:6][CH:5]=[CH:4][CH:3]=3)[N:25]=[CH:24][N:23]=2)[CH:28]=[CH:29][CH:30]=1. The yield is 0.210.